This data is from Full USPTO retrosynthesis dataset with 1.9M reactions from patents (1976-2016). The task is: Predict the reactants needed to synthesize the given product. (1) Given the product [CH3:16][O:15][CH2:14][C@@H:13]1[NH:8][CH2:9][C@H:10]([CH2:17][OH:18])[O:11][CH2:12]1, predict the reactants needed to synthesize it. The reactants are: C([N:8]1[C@@H:13]([CH2:14][O:15][CH3:16])[CH2:12][O:11][C@@H:10]([CH2:17][OH:18])[CH2:9]1)C1C=CC=CC=1. (2) Given the product [CH3:28][O:27][C:25]([C:24]1[N:29]=[CH:30][N:1]([CH:2]2[CH2:7][CH2:6][CH2:5][N:4]([C:8]([O:10][C:11]([CH3:14])([CH3:13])[CH3:12])=[O:9])[CH2:3]2)[C:23]=1[C:31]1[CH:36]=[CH:35][CH:34]=[CH:33][CH:32]=1)=[O:26], predict the reactants needed to synthesize it. The reactants are: [NH2:1][CH:2]1[CH2:7][CH2:6][CH2:5][N:4]([C:8]([O:10][C:11]([CH3:14])([CH3:13])[CH3:12])=[O:9])[CH2:3]1.C(N(CC)CC)C.Br[C:23]([C:31]1[CH:36]=[CH:35][CH:34]=[CH:33][CH:32]=1)=[C:24]([N+:29]#[C-:30])[C:25]([O:27][CH3:28])=[O:26].C1CCN2C(=NCCC2)CC1. (3) Given the product [O:21]([CH2:28][CH2:29][NH:30][CH2:18][CH:16]([OH:17])[CH2:15][O:14][C:13]1[CH:19]=[CH:20][C:10]([O:9][CH2:8][CH2:7][O:6][CH:1]2[CH2:5][CH2:4][CH2:3][CH2:2]2)=[CH:11][CH:12]=1)[C:22]1[CH:27]=[CH:26][CH:25]=[CH:24][CH:23]=1, predict the reactants needed to synthesize it. The reactants are: [CH:1]1([O:6][CH2:7][CH2:8][O:9][C:10]2[CH:20]=[CH:19][C:13]([O:14][CH2:15][CH:16]3[CH2:18][O:17]3)=[CH:12][CH:11]=2)[CH2:5][CH2:4][CH2:3][CH2:2]1.[O:21]([CH2:28][CH2:29][NH2:30])[C:22]1[CH:27]=[CH:26][CH:25]=[CH:24][CH:23]=1. (4) Given the product [F:1][C:2]1[CH:3]=[C:4]([N:9]2[CH2:13][C@H:12]([C:14]([O:25][CH3:22])=[O:15])[O:11][C:10]2=[O:16])[CH:5]=[CH:6][C:7]=1[I:8], predict the reactants needed to synthesize it. The reactants are: [F:1][C:2]1[CH:3]=[C:4]([N:9]2[CH2:13][C@H:12]([CH2:14][OH:15])[O:11][C:10]2=[O:16])[CH:5]=[CH:6][C:7]=1[I:8].S(=O)(=O)(O)O.[CH:22]([OH:25])(C)C. (5) Given the product [C:45]([NH:1][CH2:2][CH2:3][C:4]1[CH:9]=[CH:8][CH:7]=[CH:6][C:5]=1[C:10]1[C:14]([Br:15])=[C:13]([C@@H:16]2[C@:21]([C:23]3[CH:28]=[CH:27][C:26]([F:29])=[C:25]([F:30])[CH:24]=3)([OH:22])[CH2:20][CH2:19][N:18]([C:31]([O:33][C:34]([CH3:37])([CH3:36])[CH3:35])=[O:32])[CH2:17]2)[O:12][N:11]=1)(=[O:47])[CH3:46], predict the reactants needed to synthesize it. The reactants are: [NH2:1][CH2:2][CH2:3][C:4]1[CH:9]=[CH:8][CH:7]=[CH:6][C:5]=1[C:10]1[C:14]([Br:15])=[C:13]([C@@H:16]2[C@:21]([C:23]3[CH:28]=[CH:27][C:26]([F:29])=[C:25]([F:30])[CH:24]=3)([OH:22])[CH2:20][CH2:19][N:18]([C:31]([O:33][C:34]([CH3:37])([CH3:36])[CH3:35])=[O:32])[CH2:17]2)[O:12][N:11]=1.C(N(CC)CC)C.[C:45](Cl)(=[O:47])[CH3:46].[OH-].[Na+]. (6) Given the product [NH2:19][CH2:18][CH:15]1[CH2:14][CH2:13][CH:12]([NH:11][C:4]2[N:3]=[C:2]([NH:39][C:28]3[CH:29]=[CH:30][C:31]([N:33]4[CH2:38][CH2:37][O:36][CH2:35][CH2:34]4)=[CH:32][C:27]=3[CH3:26])[N:10]=[C:9]3[C:5]=2[N:6]=[CH:7][NH:8]3)[CH2:17][CH2:16]1, predict the reactants needed to synthesize it. The reactants are: Cl[C:2]1[N:10]=[C:9]2[C:5]([N:6]=[CH:7][NH:8]2)=[C:4]([NH:11][CH:12]2[CH2:17][CH2:16][CH:15]([CH2:18][NH:19]C(=O)C(F)(F)F)[CH2:14][CH2:13]2)[N:3]=1.[CH3:26][C:27]1[CH:32]=[C:31]([N:33]2[CH2:38][CH2:37][O:36][CH2:35][CH2:34]2)[CH:30]=[CH:29][C:28]=1[NH2:39].CC1C=CC(S(O)(=O)=O)=CC=1.C([O-])([O-])=O.[K+].[K+].